This data is from Reaction yield outcomes from USPTO patents with 853,638 reactions. The task is: Predict the reaction yield, written as a fraction of the theoretical maximum amount of product (1.0 means a 100% yield; for example, 0.34 means a 34% yield). The reactants are [CH3:1][O:2][C:3]1[CH:4]=[C:5]([NH:11][C:12](=[NH:23])[CH2:13][C:14]([C:16]2[CH:21]=[CH:20][C:19]([F:22])=[CH:18][CH:17]=2)=[O:15])[CH:6]=[CH:7][C:8]=1[O:9][CH3:10].[C:24](OC)(=[O:27])[C:25]#[CH:26].C(OCC)C.C1CCCCC1. The catalyst is CO. The product is [NH2:23][C:12]1[N:11]([C:5]2[CH:6]=[CH:7][C:8]([O:9][CH3:10])=[C:3]([O:2][CH3:1])[CH:4]=2)[C:24](=[O:27])[CH:25]=[CH:26][C:13]=1[C:14](=[O:15])[C:16]1[CH:17]=[CH:18][C:19]([F:22])=[CH:20][CH:21]=1. The yield is 0.710.